Dataset: Reaction yield outcomes from USPTO patents with 853,638 reactions. Task: Predict the reaction yield, written as a fraction of the theoretical maximum amount of product (1.0 means a 100% yield; for example, 0.34 means a 34% yield). (1) The reactants are CS(Cl)(=O)=O.[OH:6][CH2:7][C:8]1[CH:13]=[N:12][CH:11]=[CH:10][N:9]=1.C(N(CC)C(C)C)(C)C.[Cl:23][C:24]1[CH:25]=[C:26]([NH:38][C:39]2[C:48]3[C:43](=[CH:44][CH:45]=[CH:46][C:47]=3[O:49][C@H:50]([CH3:55])[CH2:51][N:52]([CH3:54])[CH3:53])[N:42]=[CH:41][N:40]=2)[CH:27]=[CH:28][C:29]=1OCC1C=CC=CN=1.C(=O)([O-])[O-].[K+].[K+].C1OCCOCCOCCOCCOCCOC1. The catalyst is C(Cl)Cl. The product is [Cl:23][C:24]1[CH:25]=[C:26]([NH:38][C:39]2[C:48]3[C:43](=[CH:44][CH:45]=[CH:46][C:47]=3[O:49][C@H:50]([CH3:55])[CH2:51][N:52]([CH3:54])[CH3:53])[N:42]=[CH:41][N:40]=2)[CH:27]=[CH:28][C:29]=1[O:6][CH2:7][C:8]1[CH:13]=[N:12][CH:11]=[CH:10][N:9]=1. The yield is 0.300. (2) The reactants are [N+:1]([C:4]1[CH:9]=[CH:8][C:7]([N:10]2[CH2:15][CH2:14][CH2:13][CH2:12][CH2:11]2)=[CH:6][C:5]=1[C:16]1[CH:21]=[C:20]([NH:22][CH2:23][C:24]2[CH:29]=[CH:28][CH:27]=[C:26]([C:30]([F:33])([F:32])[F:31])[CH:25]=2)[CH:19]=[CH:18][N:17]=1)([O-:3])=[O:2].[CH3:34][C:35]([O:38][C:39](O[C:39]([O:38][C:35]([CH3:37])([CH3:36])[CH3:34])=[O:40])=[O:40])([CH3:37])[CH3:36]. The catalyst is ClCCl.CN(C)C1C=CN=CC=1. The product is [N+:1]([C:4]1[CH:9]=[CH:8][C:7]([N:10]2[CH2:11][CH2:12][CH2:13][CH2:14][CH2:15]2)=[CH:6][C:5]=1[C:16]1[CH:21]=[C:20]([N:22]([CH2:23][C:24]2[CH:29]=[CH:28][CH:27]=[C:26]([C:30]([F:33])([F:32])[F:31])[CH:25]=2)[C:39](=[O:40])[O:38][C:35]([CH3:37])([CH3:36])[CH3:34])[CH:19]=[CH:18][N:17]=1)([O-:3])=[O:2]. The yield is 0.930. (3) The reactants are [OH:1][CH2:2][C:3]([NH:6][C:7]([C:9]1[C:17]2[C:12](=[N:13][CH:14]=[C:15]([NH:18][C:19]3[CH:24]=[CH:23][C:22]([CH3:25])=[CH:21][N:20]=3)[N:16]=2)[N:11](COCC[Si](C)(C)C)[CH:10]=1)=[O:8])([CH3:5])[CH3:4].FC(F)(F)C(O)=O.CCOCC. The catalyst is ClCCl. The product is [OH:1][CH2:2][C:3]([NH:6][C:7]([C:9]1[C:17]2[C:12](=[N:13][CH:14]=[C:15]([NH:18][C:19]3[CH:24]=[CH:23][C:22]([CH3:25])=[CH:21][N:20]=3)[N:16]=2)[NH:11][CH:10]=1)=[O:8])([CH3:4])[CH3:5]. The yield is 0.650. (4) The reactants are [CH3:1][C:2]1[CH:10]=[C:9]2[C:5]([CH2:6][CH2:7][C:8]2=[O:11])=[CH:4][CH:3]=1.Cl.O1CCOCC1.[N:19](OCCC(C)C)=[O:20]. The catalyst is C(O)C. The product is [CH3:1][C:2]1[CH:10]=[C:9]2[C:5]([CH2:6][C:7](=[N:19][OH:20])[C:8]2=[O:11])=[CH:4][CH:3]=1. The yield is 0.890. (5) The reactants are [H-].[Al+3].[Li+].[H-].[H-].[H-].C([O:10][CH2:11][C-:12]1[CH:16]=[CH:15][CH:14]=[C:13]1[P:17]([C:23]([CH3:26])([CH3:25])[CH3:24])([C:19]([CH3:22])([CH3:21])[CH3:20])=[O:18])(=O)C.[CH-:27]1[CH:31]=[CH:30][CH:29]=[CH:28]1.[Fe+2:32]. The catalyst is C(OCC)C. The product is [C:23]([P:17]([C:19]([CH3:22])([CH3:21])[CH3:20])([C:13]1[C-:12]([CH2:11][OH:10])[CH:16]=[CH:15][CH:14]=1)=[O:18])([CH3:26])([CH3:25])[CH3:24].[CH-:27]1[CH:31]=[CH:30][CH:29]=[CH:28]1.[Fe+2:32]. The yield is 0.990. (6) The reactants are CN(C(ON1N=NC2C=CC=NC1=2)=[N+](C)C)C.F[P-](F)(F)(F)(F)F.Cl.[F:26][C:27]1[CH:28]=[C:29]([NH:38][C:39]([C@H:41]2[C:50]3[C:45](=[CH:46][C:47]([CH2:51][O:52][CH3:53])=[CH:48][CH:49]=3)[CH2:44][CH2:43][NH:42]2)=[O:40])[CH:30]=[C:31]2[C:35]=1[C:34]([CH3:37])([CH3:36])[CH2:33][CH2:32]2.[C:54]([O:58][C:59](=[O:68])[CH2:60][C@H:61]1[CH2:64][C@H:63]([C:65](O)=[O:66])[CH2:62]1)([CH3:57])([CH3:56])[CH3:55].CCN(C(C)C)C(C)C. The catalyst is CN(C=O)C.O. The product is [F:26][C:27]1[CH:28]=[C:29]([NH:38][C:39]([C@H:41]2[C:50]3[C:45](=[CH:46][C:47]([CH2:51][O:52][CH3:53])=[CH:48][CH:49]=3)[CH2:44][CH2:43][N:42]2[C:65]([C@H:63]2[CH2:62][C@H:61]([CH2:60][C:59]([O:58][C:54]([CH3:57])([CH3:56])[CH3:55])=[O:68])[CH2:64]2)=[O:66])=[O:40])[CH:30]=[C:31]2[C:35]=1[C:34]([CH3:37])([CH3:36])[CH2:33][CH2:32]2. The yield is 1.07. (7) The reactants are Cl.[CH2:2]1[C:10]2[C:5](=[CH:6][CH:7]=[CH:8][CH:9]=2)[CH2:4][CH:3]1[C@H:11]1[NH:16][C:15](=[O:17])[C@@H:14]([C@@H:18]([CH3:21])[CH2:19][CH3:20])[N:13]([CH:22]([C:26]2[C:27]([CH3:33])=[N:28][C:29]([CH3:32])=[CH:30][CH:31]=2)[C:23](O)=[O:24])[C:12]1=[O:34].[NH:35]1[CH2:40][CH2:39][O:38][CH2:37][CH2:36]1. The catalyst is ClCCl. The product is [CH2:2]1[C:10]2[C:5](=[CH:6][CH:7]=[CH:8][CH:9]=2)[CH2:4][CH:3]1[C@H:11]1[NH:16][C:15](=[O:17])[C@@H:14]([C@@H:18]([CH3:21])[CH2:19][CH3:20])[N:13]([C@H:22]([C:26]2[C:27]([CH3:33])=[N:28][C:29]([CH3:32])=[CH:30][CH:31]=2)[C:23]([N:35]2[CH2:40][CH2:39][O:38][CH2:37][CH2:36]2)=[O:24])[C:12]1=[O:34]. The yield is 0.450. (8) The reactants are [C-:1]#[N:2].[Na+].Br[CH2:5][C:6]1[CH:11]=[CH:10][CH:9]=[C:8]([C:12]#[N:13])[CH:7]=1.IC. The catalyst is [Br-].C([N+](CCCC)(CCCC)CCCC)CCC.O.ClCCl. The product is [C:12]([C:8]1[CH:7]=[C:6]([CH:11]=[CH:10][CH:9]=1)[CH2:5][C:1]#[N:2])#[N:13]. The yield is 1.00. (9) The yield is 0.970. The product is [CH2:6]([O:8][C:9]([C:11]1[C:12](=[O:3])[NH:13][C:14]2[C:18]([C:19]=1[Cl:20])=[CH:17][S:16][CH:15]=2)=[O:10])[CH3:7]. The catalyst is C(O)(=O)C. The reactants are C([O-])(=[O:3])C.[NH4+].[CH2:6]([O:8][C:9]([C:11]1[C:12](Cl)=[N:13][C:14]2[C:18]([C:19]=1[Cl:20])=[CH:17][S:16][CH:15]=2)=[O:10])[CH3:7]. (10) The reactants are N[C@@](C1C=CC2C(=CC=C(O[C@H]3CC[C@H](C(C)(C)C)CC3)C=2C2C=CC(OC(F)(F)F)=CC=2)C=1)(C)CO.[C:38]([C@H:42]1[CH2:47][CH2:46][C@H:45]([O:48][C:49]2[C:50]([C:66]3[CH:71]=[CH:70][C:69]([O:72][CH2:73][CH3:74])=[CH:68][CH:67]=3)=[C:51]3[C:56](=[CH:57][CH:58]=2)[CH:55]=[C:54]([C@:59]2([CH3:65])[CH2:63][O:62]C(=O)[NH:60]2)[CH:53]=[CH:52]3)[CH2:44][CH2:43]1)([CH3:41])([CH3:40])[CH3:39]. No catalyst specified. The product is [NH2:60][C@@:59]([C:54]1[CH:53]=[CH:52][C:51]2[C:56](=[CH:57][CH:58]=[C:49]([O:48][C@H:45]3[CH2:46][CH2:47][C@H:42]([C:38]([CH3:39])([CH3:41])[CH3:40])[CH2:43][CH2:44]3)[C:50]=2[C:66]2[CH:71]=[CH:70][C:69]([O:72][CH2:73][CH3:74])=[CH:68][CH:67]=2)[CH:55]=1)([CH3:65])[CH2:63][OH:62]. The yield is 0.350.